Dataset: NCI-60 drug combinations with 297,098 pairs across 59 cell lines. Task: Regression. Given two drug SMILES strings and cell line genomic features, predict the synergy score measuring deviation from expected non-interaction effect. (1) Drug 1: CC1=C(C=C(C=C1)C(=O)NC2=CC(=CC(=C2)C(F)(F)F)N3C=C(N=C3)C)NC4=NC=CC(=N4)C5=CN=CC=C5. Drug 2: CCN(CC)CCCC(C)NC1=C2C=C(C=CC2=NC3=C1C=CC(=C3)Cl)OC. Cell line: NCIH23. Synergy scores: CSS=12.6, Synergy_ZIP=-4.43, Synergy_Bliss=-1.02, Synergy_Loewe=-9.35, Synergy_HSA=-1.77. (2) Drug 1: COC1=CC(=CC(=C1O)OC)C2C3C(COC3=O)C(C4=CC5=C(C=C24)OCO5)OC6C(C(C7C(O6)COC(O7)C8=CC=CS8)O)O. Drug 2: C1CCC(CC1)NC(=O)N(CCCl)N=O. Cell line: 786-0. Synergy scores: CSS=31.1, Synergy_ZIP=-0.723, Synergy_Bliss=-0.205, Synergy_Loewe=-11.2, Synergy_HSA=2.81. (3) Drug 1: CC1=CC2C(CCC3(C2CCC3(C(=O)C)OC(=O)C)C)C4(C1=CC(=O)CC4)C. Drug 2: CCC1=C2CN3C(=CC4=C(C3=O)COC(=O)C4(CC)O)C2=NC5=C1C=C(C=C5)O. Cell line: OVCAR-5. Synergy scores: CSS=10.6, Synergy_ZIP=-6.19, Synergy_Bliss=1.32, Synergy_Loewe=-29.4, Synergy_HSA=-1.86. (4) Drug 1: CN(CCCl)CCCl.Cl. Drug 2: C1CN(P(=O)(OC1)NCCCl)CCCl. Synergy scores: CSS=20.8, Synergy_ZIP=-10.9, Synergy_Bliss=-6.38, Synergy_Loewe=-14.6, Synergy_HSA=-3.52. Cell line: LOX IMVI.